The task is: Predict which catalyst facilitates the given reaction.. This data is from Catalyst prediction with 721,799 reactions and 888 catalyst types from USPTO. Reactant: [NH2:1][C:2]1[C:6]2[C:7](=[O:19])[N:8]([C:12]3[CH:17]=[CH:16][CH:15]=[CH:14][C:13]=3[Cl:18])[CH:9]=[C:10](Br)[C:5]=2[NH:4][N:3]=1.CC1(C)C(C)(C)OB([C:28]2[CH:29]=[C:30]([CH2:33][C:34]#[N:35])[S:31][CH:32]=2)O1.C(=O)([O-])[O-].[Na+].[Na+].CN(C)C=O. Product: [NH2:1][C:2]1[C:6]2[C:7](=[O:19])[N:8]([C:12]3[CH:17]=[CH:16][CH:15]=[CH:14][C:13]=3[Cl:18])[CH:9]=[C:10]([C:28]3[CH:29]=[C:30]([CH2:33][C:34]#[N:35])[S:31][CH:32]=3)[C:5]=2[NH:4][N:3]=1. The catalyst class is: 103.